The task is: Predict the product of the given reaction.. This data is from Forward reaction prediction with 1.9M reactions from USPTO patents (1976-2016). Given the reactants Cl[C:2]([O:4][CH2:5][CH:6]([CH3:8])[CH3:7])=[O:3].FC(F)(F)C(O)=O.[NH2:16][CH2:17][CH2:18][CH2:19][O:20][C:21]1[CH:30]=[C:29]2[C:24]([C:25]([NH:31][C:32]3[CH:37]=[CH:36][C:35]([Cl:38])=[CH:34][C:33]=3[F:39])=[N:26][CH:27]=[N:28]2)=[CH:23][C:22]=1[O:40][CH3:41].C(N(CC)CC)C, predict the reaction product. The product is: [Cl:38][C:35]1[CH:36]=[CH:37][C:32]([NH:31][C:25]2[C:24]3[C:29](=[CH:30][C:21]([O:20][CH2:19][CH2:18][CH2:17][NH:16][C:2]([O:4][CH2:5][CH:6]([CH3:8])[CH3:7])=[O:3])=[C:22]([O:40][CH3:41])[CH:23]=3)[N:28]=[CH:27][N:26]=2)=[C:33]([F:39])[CH:34]=1.